Dataset: Forward reaction prediction with 1.9M reactions from USPTO patents (1976-2016). Task: Predict the product of the given reaction. (1) The product is: [CH:1]([C:4]1[CH:5]=[CH:6][C:7]([C:10]2[S:11][C:12]([CH3:33])=[C:13]([CH2:15][CH2:16][O:17][C:18]3[CH:19]=[C:20]4[C:24](=[CH:25][CH:26]=3)[C@H:23]([CH2:27][C:28]([OH:30])=[O:29])[CH2:22][CH2:21]4)[N:14]=2)=[CH:8][CH:9]=1)([CH3:3])[CH3:2]. Given the reactants [CH:1]([C:4]1[CH:9]=[CH:8][C:7]([C:10]2[S:11][C:12]([CH3:33])=[C:13]([CH2:15][CH2:16][O:17][C:18]3[CH:19]=[C:20]4[C:24](=[CH:25][CH:26]=3)[C@H:23]([CH2:27][C:28]([O:30]CC)=[O:29])[CH2:22][CH2:21]4)[N:14]=2)=[CH:6][CH:5]=1)([CH3:3])[CH3:2].CCO.[Li+].[OH-], predict the reaction product. (2) Given the reactants [CH2:1]([O:8][C:9](C[C@H](O)C(O)=O)=[O:10])[C:2]1[CH:7]=[CH:6][CH:5]=[CH:4][CH:3]=1.Cl.CNC.[CH3:21][CH2:22][N:23](C(C)C)C(C)C.C(Cl)CCl.C1C=CC2N([OH:43])N=NC=2C=1.[CH3:44][N:45]([CH:47]=[O:48])[CH3:46], predict the reaction product. The product is: [CH3:44][N:45]([CH3:46])[C:47](=[O:48])[C@@H:21]([OH:43])[CH2:22][NH:23][C:9](=[O:10])[O:8][CH2:1][C:2]1[CH:3]=[CH:4][CH:5]=[CH:6][CH:7]=1.